Dataset: Peptide-MHC class II binding affinity with 134,281 pairs from IEDB. Task: Regression. Given a peptide amino acid sequence and an MHC pseudo amino acid sequence, predict their binding affinity value. This is MHC class II binding data. (1) The peptide sequence is FTSLEYIEAAKWLLP. The MHC is DRB1_0701 with pseudo-sequence DRB1_0701. The binding affinity (normalized) is 0.521. (2) The peptide sequence is NKNFFWAVKPKAVRQ. The MHC is DRB1_0701 with pseudo-sequence DRB1_0701. The binding affinity (normalized) is 0.887. (3) The peptide sequence is INEPTAAVIAYGLDR. The MHC is HLA-DQA10401-DQB10402 with pseudo-sequence HLA-DQA10401-DQB10402. The binding affinity (normalized) is 0.459. (4) The MHC is HLA-DPA10103-DPB10301 with pseudo-sequence HLA-DPA10103-DPB10301. The binding affinity (normalized) is 0.419. The peptide sequence is LRIAAKIYSEADEAW. (5) The peptide sequence is KKMTTTFTNYMVDMFLA. The MHC is DRB3_0301 with pseudo-sequence DRB3_0301. The binding affinity (normalized) is 0.797. (6) The peptide sequence is EQCGRQAGGKLCPNN. The MHC is DRB1_0701 with pseudo-sequence DRB1_0701. The binding affinity (normalized) is 0.193. (7) The peptide sequence is AAAQKEVSGVKGFTL. The MHC is HLA-DQA10303-DQB10402 with pseudo-sequence HLA-DQA10303-DQB10402. The binding affinity (normalized) is 0.